Predict the reactants needed to synthesize the given product. From a dataset of Full USPTO retrosynthesis dataset with 1.9M reactions from patents (1976-2016). (1) Given the product [Cl:27][C:22]1[CH:21]=[C:20]([C:16]2[CH2:17][CH2:18][C:11]3([CH2:10][CH2:9][NH:8][CH2:13][CH2:12]3)[CH2:14][CH:15]=2)[CH:25]=[CH:24][C:23]=1[Cl:26], predict the reactants needed to synthesize it. The reactants are: C(OC([N:8]1[CH2:13][CH2:12][C:11]2([CH2:18][CH2:17][C:16]([C:20]3[CH:25]=[CH:24][C:23]([Cl:26])=[C:22]([Cl:27])[CH:21]=3)(O)[CH2:15][CH2:14]2)[CH2:10][CH2:9]1)=O)(C)(C)C.C(OCC)(=O)C.[OH-].[Na+]. (2) Given the product [CH3:1][O:2][CH2:3][CH:4]([CH2:12][O:13][CH3:14])[O:5][C:6]1[CH:11]=[CH:10][C:9]([S:16]([Cl:15])(=[O:18])=[O:17])=[CH:8][CH:7]=1, predict the reactants needed to synthesize it. The reactants are: [CH3:1][O:2][CH2:3][CH:4]([CH2:12][O:13][CH3:14])[O:5][C:6]1[CH:11]=[CH:10][CH:9]=[CH:8][CH:7]=1.[Cl:15][S:16](O)(=[O:18])=[O:17]. (3) Given the product [CH3:18][O:17][C:10]1[CH:11]=[CH:12][CH:13]=[C:14]([O:15][CH3:16])[C:9]=1[CH:2]1[N:1]([CH2:31][C:29]2[CH:28]=[CH:27][CH:26]=[C:25]([C:19]3[CH:24]=[CH:23][CH:22]=[CH:21][CH:20]=3)[N:30]=2)[C:5](=[O:7])[CH2:4][CH2:3]1, predict the reactants needed to synthesize it. The reactants are: [NH2:1][CH:2]([C:9]1[C:14]([O:15][CH3:16])=[CH:13][CH:12]=[CH:11][C:10]=1[O:17][CH3:18])[CH2:3][CH2:4][C:5]([O:7]C)=O.[C:19]1([C:25]2[N:30]=[C:29]([CH:31]=O)[CH:28]=[CH:27][CH:26]=2)[CH:24]=[CH:23][CH:22]=[CH:21][CH:20]=1. (4) Given the product [OH:53][CH:51]1[C:48]2([CH2:50][CH2:49]2)[CH2:47][N:46]([CH2:45][CH2:44][CH2:43][O:1][C:2]2[CH:11]=[C:10]3[C:5]([C:6]([O:12][C:13]4[CH:14]=[CH:15][C:16]([NH:19][C:20]([C:22]5[C:23](=[O:35])[N:24]([C:29]6[CH:30]=[CH:31][CH:32]=[CH:33][CH:34]=6)[N:25]([CH3:28])[C:26]=5[CH3:27])=[O:21])=[N:17][CH:18]=4)=[CH:7][CH:8]=[N:9]3)=[CH:4][C:3]=2[O:36][CH3:37])[CH2:52]1, predict the reactants needed to synthesize it. The reactants are: [OH:1][C:2]1[CH:11]=[C:10]2[C:5]([C:6]([O:12][C:13]3[CH:14]=[CH:15][C:16]([NH:19][C:20]([C:22]4[C:23](=[O:35])[N:24]([C:29]5[CH:34]=[CH:33][CH:32]=[CH:31][CH:30]=5)[N:25]([CH3:28])[C:26]=4[CH3:27])=[O:21])=[N:17][CH:18]=3)=[CH:7][CH:8]=[N:9]2)=[CH:4][C:3]=1[O:36][CH3:37].CS(O[CH2:43][CH2:44][CH2:45][N:46]1[CH2:52][CH:51]([OH:53])[C:48]2([CH2:50][CH2:49]2)[CH2:47]1)(=O)=O.C([O-])([O-])=O.[Cs+].[Cs+].